The task is: Predict the product of the given reaction.. This data is from Forward reaction prediction with 1.9M reactions from USPTO patents (1976-2016). Given the reactants [NH2:1][C:2]1[C:3]([C:7]2[NH:26][C:10]3=[CH:11][C:12]4[C:13]([CH2:24][CH3:25])([CH2:22][CH3:23])[C:14](=[O:21])[N:15]([CH:18]([CH3:20])[CH3:19])[C:16]=4[CH:17]=[C:9]3[N:8]=2)=[N:4][NH:5][CH:6]=1.[N:27]1([C:33](Cl)=[O:34])[CH2:32][CH2:31][CH2:30][CH2:29][CH2:28]1, predict the reaction product. The product is: [CH2:24]([C:13]1([CH2:22][CH3:23])[C:12]2[CH:11]=[C:10]3[NH:26][C:7]([C:3]4[C:2]([NH:1][C:33]([N:27]5[CH2:32][CH2:31][CH2:30][CH2:29][CH2:28]5)=[O:34])=[CH:6][NH:5][N:4]=4)=[N:8][C:9]3=[CH:17][C:16]=2[N:15]([CH:18]([CH3:20])[CH3:19])[C:14]1=[O:21])[CH3:25].